From a dataset of Forward reaction prediction with 1.9M reactions from USPTO patents (1976-2016). Predict the product of the given reaction. (1) Given the reactants [C:1]1([C:7]2[CH:11]=[CH:10][NH:9][N:8]=2)[CH:6]=[CH:5][CH:4]=[CH:3][CH:2]=1.[Cl:12]C(Cl)C, predict the reaction product. The product is: [Cl:12][C:11]1[C:7]([C:1]2[CH:2]=[CH:3][CH:4]=[CH:5][CH:6]=2)=[N:8][NH:9][CH:10]=1. (2) Given the reactants CC(C)([O-])C.[Na+:6].[Na].CS([O-])(=O)=O.[Na+:13].[Na+:13].[SH:15][CH2:16][C:17]1([CH2:20][C:21]([O-:23])=[O:22])[CH2:19][CH2:18]1.[SH:15][CH2:16][C:17]1([CH2:20][C:21]([O-:23])=[O:22])[CH2:19][CH2:18]1.[Cl-].[Na+], predict the reaction product. The product is: [Na:6][Na:13].[SH:15][CH2:16][C:17]1([CH2:20][C:21]([OH:23])=[O:22])[CH2:19][CH2:18]1. (3) Given the reactants [NH2:1][C:2]1[C:3]2[C:13]([O:14][CH2:15][C@H:16]3[CH2:21][CH2:20][CH2:19][N:18]([C:22](=[O:27])[CH2:23][CH:24]([CH3:26])[CH3:25])[CH2:17]3)=[CH:12][CH:11]=[CH:10][C:4]=2[NH:5][S:6](=[O:9])(=[O:8])[N:7]=1.C([O-])(O)=O.[Na+:32], predict the reaction product. The product is: [NH2:1][C:2]1[C:3]2[C:13]([O:14][CH2:15][C@H:16]3[CH2:21][CH2:20][CH2:19][N:18]([C:22](=[O:27])[CH2:23][CH:24]([CH3:25])[CH3:26])[CH2:17]3)=[CH:12][CH:11]=[CH:10][C:4]=2[N-:5][S:6](=[O:8])(=[O:9])[N:7]=1.[Na+:32]. (4) Given the reactants [Cl:1][C:2]1[CH:7]=[CH:6][C:5]([C:8]2[N:9]=[C:10]([C:24]3[NH:28][N:27]=[N:26][N:25]=3)[C:11]([C:21](O)=[O:22])=[N:12][C:13]=2[C:14]2[CH:19]=[CH:18][C:17]([Cl:20])=[CH:16][CH:15]=2)=[CH:4][CH:3]=1.Cl.[N:30]1([NH2:36])[CH2:35][CH2:34][CH2:33][CH2:32][CH2:31]1.C1CN([P+](ON2N=NC3C=CC=CC2=3)(N2CCCC2)N2CCCC2)CC1.F[P-](F)(F)(F)(F)F, predict the reaction product. The product is: [Cl:1][C:2]1[CH:3]=[CH:4][C:5]([C:8]2[N:9]=[C:10]([C:24]3[NH:25][N:26]=[N:27][N:28]=3)[C:11]([C:21]([NH:36][N:30]3[CH2:35][CH2:34][CH2:33][CH2:32][CH2:31]3)=[O:22])=[N:12][C:13]=2[C:14]2[CH:15]=[CH:16][C:17]([Cl:20])=[CH:18][CH:19]=2)=[CH:6][CH:7]=1.